This data is from Full USPTO retrosynthesis dataset with 1.9M reactions from patents (1976-2016). The task is: Predict the reactants needed to synthesize the given product. (1) Given the product [N:37]([CH2:31][CH2:30][O:29][CH:15]([C:6]1[CH:5]=[CH:4][CH:3]=[C:2]([F:1])[C:7]=1[C:8]1[CH:13]=[CH:12][CH:11]=[C:10]([CH3:14])[CH:9]=1)[C@@H:16]1[CH2:21][CH2:20][CH2:19][N:18]([C:22]([O:24][C:25]([CH3:28])([CH3:26])[CH3:27])=[O:23])[CH2:17]1)=[N+:38]=[N-:39], predict the reactants needed to synthesize it. The reactants are: [F:1][C:2]1[C:7]([C:8]2[CH:13]=[CH:12][CH:11]=[C:10]([CH3:14])[CH:9]=2)=[C:6]([CH:15]([O:29][CH2:30][CH2:31]OS(C)(=O)=O)[C@@H:16]2[CH2:21][CH2:20][CH2:19][N:18]([C:22]([O:24][C:25]([CH3:28])([CH3:27])[CH3:26])=[O:23])[CH2:17]2)[CH:5]=[CH:4][CH:3]=1.[N-:37]=[N+:38]=[N-:39].[Na+]. (2) Given the product [Cl:10][C:11]1[CH:12]=[C:13]([CH2:23][C:24]2[O:28][C:27]([C:29]([NH:4][C:3]3[C:2]([F:1])=[CH:8][CH:7]=[CH:6][C:5]=3[F:9])=[O:30])=[CH:26][CH:25]=2)[C:14]2[O:18][C:17]([CH:19]([CH3:20])[CH3:21])=[CH:16][C:15]=2[CH:22]=1, predict the reactants needed to synthesize it. The reactants are: [F:1][C:2]1[CH:8]=[CH:7][CH:6]=[C:5]([F:9])[C:3]=1[NH2:4].[Cl:10][C:11]1[CH:12]=[C:13]([CH2:23][C:24]2[O:28][C:27]([C:29](Cl)=[O:30])=[CH:26][CH:25]=2)[C:14]2[O:18][C:17]([CH:19]([CH3:21])[CH3:20])=[CH:16][C:15]=2[CH:22]=1. (3) Given the product [Br:1][C:2]1[CH:3]=[CH:4][C:5]2[N:6]([CH3:15])[S:7](=[O:13])(=[O:14])[C:8]([CH3:9])([CH3:22])[C:16](=[O:19])[C:10]=2[N:11]=1, predict the reactants needed to synthesize it. The reactants are: [Br:1][C:2]1[CH:3]=[CH:4][C:5]2[N:6]([CH3:15])[S:7](=[O:14])(=[O:13])[CH2:8][C:9](=O)[C:10]=2[N:11]=1.[C:16]([O-:19])([O-])=O.[K+].[K+].[CH3:22]N(C=O)C. (4) Given the product [N:30]1[CH:31]=[CH:32][CH:33]=[CH:34][C:29]=1[CH2:28][NH:8][CH2:9][C:10]1[CH:11]=[CH:12][C:13]([CH2:16][N:17]([CH2:40][C:36]2[S:35][CH:39]=[CH:38][CH:37]=2)[CH:18]2[C:27]3[N:26]=[CH:25][CH:24]=[CH:23][C:22]=3[CH2:21][CH2:20][CH2:19]2)=[CH:14][CH:15]=1, predict the reactants needed to synthesize it. The reactants are: C(OC([N:8]([CH2:28][C:29]1[CH:34]=[CH:33][CH:32]=[CH:31][N:30]=1)[CH2:9][C:10]1[CH:15]=[CH:14][C:13]([CH2:16][NH:17][CH:18]2[C:27]3[N:26]=[CH:25][CH:24]=[CH:23][C:22]=3[CH2:21][CH2:20][CH2:19]2)=[CH:12][CH:11]=1)=O)(C)(C)C.[S:35]1[CH:39]=[CH:38][CH:37]=[C:36]1[CH:40]=O.[BH3-]C#N.[Na+]. (5) Given the product [C:1]([O:5][C:6]([N:8]1[CH2:12][CH2:11][C@@H:10]([OH:13])[C@H:9]1[C:14]([NH:16][CH2:17][C:18]1[CH:23]=[C:22]([C:24]2[CH:25]=[N:26][C:27]([C:30]([F:31])([F:32])[F:33])=[CH:28][CH:29]=2)[N:21]=[CH:20][C:19]=1[C:34]([OH:36])=[O:35])=[O:15])=[O:7])([CH3:4])([CH3:2])[CH3:3], predict the reactants needed to synthesize it. The reactants are: [C:1]([O:5][C:6]([N:8]1[CH2:12][CH2:11][C@@H:10]([OH:13])[C@H:9]1[C:14]([NH:16][CH2:17][C:18]1[CH:23]=[C:22]([C:24]2[CH:25]=[N:26][C:27]([C:30]([F:33])([F:32])[F:31])=[CH:28][CH:29]=2)[N:21]=[CH:20][C:19]=1[C:34]([O:36]C)=[O:35])=[O:15])=[O:7])([CH3:4])([CH3:3])[CH3:2].[Li+].[OH-].CC(O)=O. (6) Given the product [C:1]1([C:7]2[N:11]3[CH:12]=[CH:13][CH:14]=[N:15][C:10]3=[N:9][C:8]=2[C:16]2[CH:23]=[CH:22][C:19]([CH2:20][N:46]3[CH2:45][CH2:44][CH:43]([C:40]4[N:39]=[C:38]([C:34]5[S:33][CH:37]=[CH:36][N:35]=5)[NH:42][N:41]=4)[CH2:48][CH2:47]3)=[CH:18][CH:17]=2)[CH:6]=[CH:5][CH:4]=[CH:3][CH:2]=1, predict the reactants needed to synthesize it. The reactants are: [C:1]1([C:7]2[N:11]3[CH:12]=[CH:13][CH:14]=[N:15][C:10]3=[N:9][C:8]=2[C:16]2[CH:23]=[CH:22][C:19]([CH:20]=O)=[CH:18][CH:17]=2)[CH:6]=[CH:5][CH:4]=[CH:3][CH:2]=1.C(N(CC)CC)C.Cl.Cl.[S:33]1[CH:37]=[CH:36][N:35]=[C:34]1[C:38]1[NH:42][N:41]=[C:40]([CH:43]2[CH2:48][CH2:47][NH:46][CH2:45][CH2:44]2)[N:39]=1.C(O)(=O)C.[BH-](OC(C)=O)(OC(C)=O)OC(C)=O.[Na+]. (7) Given the product [NH2:36][C:34]1[CH:35]=[C:30]([CH:31]=[C:32]([NH2:39])[CH:33]=1)[C:29]([O:28][C@H:18]1[CH2:19][CH2:20][C@@:21]2([CH3:22])[C:16](=[CH:15][CH2:14][C@@H:13]3[C@@H:23]2[CH2:24][CH2:25][C@@:26]2([CH3:27])[C@H:12]3[CH2:11][CH2:10][C@@H:9]2[C@H:7]([CH3:8])[CH2:6][CH2:5][CH2:4][CH:2]([CH3:3])[CH3:1])[CH2:17]1)=[O:42], predict the reactants needed to synthesize it. The reactants are: [CH3:1][CH:2]([CH2:4][CH2:5][CH2:6][C@H:7]([C@@H:9]1[C@:26]2([CH3:27])[C@H:12]([C@H:13]3[C@H:23]([CH2:24][CH2:25]2)[C@:21]2([CH3:22])[C:16]([CH2:17][C@@H:18]([O:28][C:29](=[O:42])[C:30]4[CH:35]=[C:34]([N+:36]([O-])=O)[CH:33]=[C:32]([N+:39]([O-])=O)[CH:31]=4)[CH2:19][CH2:20]2)=[CH:15][CH2:14]3)[CH2:11][CH2:10]1)[CH3:8])[CH3:3].